This data is from Forward reaction prediction with 1.9M reactions from USPTO patents (1976-2016). The task is: Predict the product of the given reaction. (1) The product is: [C:1]1([S:7]([C:10]([CH:13]2[CH2:18][CH2:17][CH2:16][C:15](=[O:19])[CH2:14]2)([CH3:22])[C:11]#[N:12])(=[O:9])=[O:8])[CH:2]=[CH:3][CH:4]=[CH:5][CH:6]=1. Given the reactants [C:1]1([S:7]([CH:10]([CH:13]2[CH2:18][CH2:17][CH2:16][C:15](=[O:19])[CH2:14]2)[C:11]#[N:12])(=[O:9])=[O:8])[CH:6]=[CH:5][CH:4]=[CH:3][CH:2]=1.[H-].[Na+].[CH3:22]I, predict the reaction product. (2) Given the reactants [NH2:1][C:2]1[C:3]2[C:10]([C:11]3[CH:16]=[CH:15][CH:14]=[C:13]([O:17][CH2:18][CH:19]4[CH2:24][CH2:23][CH2:22][CH2:21][O:20]4)[CH:12]=3)=[CH:9][N:8]([C@@H:25]3[CH2:28][C@H:27]([CH:29]=O)[CH2:26]3)[C:4]=2[N:5]=[CH:6][N:7]=1.[NH:31]1[CH2:36][CH2:35][O:34][CH2:33][C@H:32]1[C:37]([NH2:39])=[O:38], predict the reaction product. The product is: [NH2:1][C:2]1[C:3]2[C:10]([C:11]3[CH:16]=[CH:15][CH:14]=[C:13]([O:17][CH2:18][CH:19]4[CH2:24][CH2:23][CH2:22][CH2:21][O:20]4)[CH:12]=3)=[CH:9][N:8]([C@@H:25]3[CH2:28][C@H:27]([CH2:29][N:31]4[CH2:36][CH2:35][O:34][CH2:33][C@H:32]4[C:37]([NH2:39])=[O:38])[CH2:26]3)[C:4]=2[N:5]=[CH:6][N:7]=1. (3) Given the reactants [N:1]1[CH:2]=[C:3]([C:10]([NH:12][C:13]2[CH:14]=[C:15]([CH:19]=[CH:20][C:21]=2[CH3:22])[C:16]([OH:18])=O)=[O:11])[N:4]2[CH:9]=[CH:8][CH:7]=[CH:6][C:5]=12.C(N1C=CN=C1)(N1C=CN=C1)=O.O[N:36]=[C:37]([N:39]1[CH2:44][CH2:43][O:42][CH2:41][CH2:40]1)[NH2:38], predict the reaction product. The product is: [CH3:22][C:21]1[CH:20]=[CH:19][C:15]([C:16]2[O:18][N:38]=[C:37]([N:39]3[CH2:44][CH2:43][O:42][CH2:41][CH2:40]3)[N:36]=2)=[CH:14][C:13]=1[NH:12][C:10]([C:3]1[N:4]2[CH:9]=[CH:8][CH:7]=[CH:6][C:5]2=[N:1][CH:2]=1)=[O:11]. (4) Given the reactants [N+:1]([C:4]1[CH:5]=[C:6]([CH:8]=[C:9]([N+:11]([O-:13])=[O:12])[CH:10]=1)[NH2:7])([O-:3])=[O:2].CO[CH:16]1[CH2:20][CH2:19][CH:18](OC)O1.O, predict the reaction product. The product is: [N+:1]([C:4]1[CH:5]=[C:6]([N:7]2[CH:16]=[CH:20][CH:19]=[CH:18]2)[CH:8]=[C:9]([N+:11]([O-:13])=[O:12])[CH:10]=1)([O-:3])=[O:2]. (5) Given the reactants [CH:1]1([NH:4][C:5](=[O:39])[C:6]2[CH:11]=[CH:10][C:9]([C:12]3[N:16]4[CH:17]=[C:18]([O:28][C:29]5[CH:34]=[CH:33][C:32]([O:35]C)=[C:31]([F:37])[CH:30]=5)[CH:19]=[C:20]([NH:21][CH2:22][CH2:23][C:24]([F:27])([F:26])[F:25])[C:15]4=[N:14][CH:13]=3)=[CH:8][C:7]=2[CH3:38])[CH2:3][CH2:2]1.B(Br)(Br)Br.CO, predict the reaction product. The product is: [CH:1]1([NH:4][C:5](=[O:39])[C:6]2[CH:11]=[CH:10][C:9]([C:12]3[N:16]4[CH:17]=[C:18]([O:28][C:29]5[CH:34]=[CH:33][C:32]([OH:35])=[C:31]([F:37])[CH:30]=5)[CH:19]=[C:20]([NH:21][CH2:22][CH2:23][C:24]([F:26])([F:27])[F:25])[C:15]4=[N:14][CH:13]=3)=[CH:8][C:7]=2[CH3:38])[CH2:2][CH2:3]1. (6) Given the reactants [OH:1][CH2:2][C:3]1[C:8]([OH:9])=[CH:7][CH:6]=[C:5]([CH3:10])[N:4]=1.C([O-])([O-])=O.[K+].[K+].Br[CH:18]([CH3:20])[CH3:19].O, predict the reaction product. The product is: [CH3:10][C:5]1[N:4]=[C:3]([CH2:2][OH:1])[C:8]([O:9][CH:18]([CH3:20])[CH3:19])=[CH:7][CH:6]=1.